Predict which catalyst facilitates the given reaction. From a dataset of Catalyst prediction with 721,799 reactions and 888 catalyst types from USPTO. Reactant: [O:1]1[C:5]2[CH:6]=[CH:7][C:8]([C:10]3[C:19]4[C:20](=[O:23])[O:21][CH2:22][C:18]=4[C:17]([O:24][CH3:25])=[C:16]4[C:11]=3[CH:12]=[C:13]([O:28][CH3:29])[C:14]([O:26][CH3:27])=[CH:15]4)=[CH:9][C:4]=2[O:3][CH2:2]1.C[Al](C)C.Cl.[CH3:35][NH2:36]. Product: [CH3:35][NH:36][C:20]([C:19]1[C:18]([CH2:22][OH:21])=[C:17]([O:24][CH3:25])[C:16]2[C:11](=[CH:12][C:13]([O:28][CH3:29])=[C:14]([O:26][CH3:27])[CH:15]=2)[C:10]=1[C:8]1[CH:7]=[CH:6][C:5]2[O:1][CH2:2][O:3][C:4]=2[CH:9]=1)=[O:23]. The catalyst class is: 11.